Dataset: Catalyst prediction with 721,799 reactions and 888 catalyst types from USPTO. Task: Predict which catalyst facilitates the given reaction. (1) Reactant: [C:1]([O:5][C:6](=[O:31])[NH:7][CH2:8][CH2:9][O:10][NH:11][C:12]([C@@H:14]1[CH2:20][CH2:19][C@@H:18]2[CH2:21][N:15]1[C:16](=[O:30])[N:17]2[O:22][CH2:23][C:24]1[CH:29]=[CH:28][CH:27]=[CH:26][CH:25]=1)=[O:13])([CH3:4])([CH3:3])[CH3:2].[CH:32](O)(C)C. Product: [C:1]([O:5][C:6](=[O:31])[NH:7][CH2:8][CH2:9][O:10][NH:11][C:12]([C@@H:14]1[CH2:20][CH2:19][C@@H:18]2[CH2:21][N:15]1[C:16](=[O:30])[N:17]2[O:22][CH2:23][C:24]1[CH:25]=[CH:26][CH:27]=[CH:28][CH:29]=1)=[O:13])([CH3:4])([CH3:2])[CH3:3].[C:6]([O:5][CH2:1][CH3:2])(=[O:31])[CH3:32]. The catalyst class is: 719. (2) Reactant: [CH2:1]([N:8]1[CH2:13][CH2:12][CH:11]([OH:14])[CH2:10][CH2:9]1)[C:2]1[CH:7]=[CH:6][CH:5]=[CH:4][CH:3]=1.[OH-].[Na+].[CH3:17][S:18](Cl)(=[O:20])=[O:19].[Na+].[Cl-]. Product: [CH3:17][S:18]([O:14][CH:11]1[CH2:12][CH2:13][N:8]([CH2:1][C:2]2[CH:3]=[CH:4][CH:5]=[CH:6][CH:7]=2)[CH2:9][CH2:10]1)(=[O:20])=[O:19]. The catalyst class is: 226. (3) Reactant: [OH:1][C:2]1[CH:7]=[C:6]([F:8])[CH:5]=[CH:4][C:3]=1/[CH:9]=[CH:10]/[C:11]1[CH:16]=[CH:15][C:14]([S:17]([C:20]2[CH:25]=[CH:24][CH:23]=[CH:22][C:21]=2[F:26])(=[O:19])=[O:18])=[CH:13][N:12]=1. Product: [OH:1][C:2]1[CH:7]=[C:6]([F:8])[CH:5]=[CH:4][C:3]=1[CH2:9][CH2:10][C:11]1[CH:16]=[CH:15][C:14]([S:17]([C:20]2[CH:25]=[CH:24][CH:23]=[CH:22][C:21]=2[F:26])(=[O:18])=[O:19])=[CH:13][N:12]=1. The catalyst class is: 13. (4) The catalyst class is: 114. Reactant: Cl[C:2]1[N:7]=[CH:6][CH:5]=[C:4](Cl)[N:3]=1.[F:9][C:10]1[CH:11]=[C:12]([CH:14]=[CH:15][CH:16]=1)[NH2:13].CCN(C(C)C)C(C)C.[CH2:26]([CH2:28][NH2:29])[OH:27]. Product: [F:9][C:10]1[CH:11]=[C:12]([NH:13][C:6]2[N:7]=[CH:2][N:3]=[C:4]([NH:29][CH2:28][CH2:26][OH:27])[CH:5]=2)[CH:14]=[CH:15][CH:16]=1. (5) Reactant: [CH3:1][O:2][CH:3]([O:17][CH3:18])[CH2:4][NH:5][C:6]1[CH:11]=[CH:10][C:9]([O:12][C:13]([F:16])([F:15])[F:14])=[CH:8][CH:7]=1.[N+:19]([C:22]1[CH:27]=[CH:26][C:25]([N:28]=[C:29]=[O:30])=[CH:24][CH:23]=1)([O-:21])=[O:20]. Product: [CH3:18][O:17][CH:3]([O:2][CH3:1])[CH2:4][N:5]([C:6]1[CH:7]=[CH:8][C:9]([O:12][C:13]([F:14])([F:15])[F:16])=[CH:10][CH:11]=1)[C:29]([NH:28][C:25]1[CH:24]=[CH:23][C:22]([N+:19]([O-:21])=[O:20])=[CH:27][CH:26]=1)=[O:30]. The catalyst class is: 2. (6) Reactant: [NH2:17][C:16]1[CH:18]=[CH:19][C:20]([O:22][C:23]([F:24])([F:25])[F:26])=[CH:21][C:15]=1[S:14][S:14][C:15]1[CH:21]=[C:20]([O:22][C:23]([F:26])([F:25])[F:24])[CH:19]=[CH:18][C:16]=1[NH2:17].[CH3:27][C:28]1([CH3:39])[CH2:37][C:36](=O)[CH2:35][C:34]2[N:33]=[CH:32][N:31]=[CH:30][C:29]1=2.C([OH:42])C. Product: [CH3:27][C:28]1([CH3:39])[C:29]2[CH:30]=[N:31][CH:32]=[N:33][C:34]=2[C:35]2[S:14][C:15]3[CH:21]=[C:20]([O:22][C:23]([F:24])([F:25])[F:26])[CH:19]=[CH:18][C:16]=3[NH:17][C:36]=2[C:37]1=[O:42]. The catalyst class is: 66. (7) Reactant: [C:1]([C:3]1[C:4]([CH2:15][CH3:16])=[C:5]([CH2:13]O)[C:6]2[C:11]([CH:12]=1)=[CH:10][CH:9]=[CH:8][CH:7]=2)#[N:2].[Na+].[I-:18]. Product: [C:1]([C:3]1[C:4]([CH2:15][CH3:16])=[C:5]([CH2:13][I:18])[C:6]2[C:11]([CH:12]=1)=[CH:10][CH:9]=[CH:8][CH:7]=2)#[N:2]. The catalyst class is: 10. (8) Reactant: [F:1][C:2]([F:14])([F:13])[C:3]([NH:5][CH2:6][CH:7]1[O:12][CH2:11][CH2:10][NH:9][CH2:8]1)=[O:4].[CH2:15]([O:22][C:23](Cl)=[O:24])[C:16]1[CH:21]=[CH:20][CH:19]=[CH:18][CH:17]=1.C(N(CC)CC)C. Product: [F:14][C:2]([F:13])([F:1])[C:3]([NH:5][CH2:6][CH:7]1[O:12][CH2:11][CH2:10][N:9]([C:23]([O:22][CH2:15][C:16]2[CH:21]=[CH:20][CH:19]=[CH:18][CH:17]=2)=[O:24])[CH2:8]1)=[O:4]. The catalyst class is: 5. (9) Reactant: CN(C(ON1N=NC2C=CC=NC1=2)=[N+](C)C)C.F[P-](F)(F)(F)(F)F.OC(C(F)(F)F)=O.OC(C(F)(F)F)=O.[CH2:39]([N:42]1[C:50]2[CH:49]=[CH:48][C:47]([C:51]([N:53]3[CH2:58][CH2:57][CH:56]([CH3:59])[CH2:55][CH2:54]3)=[O:52])=[CH:46][C:45]=2[C:44]2[CH2:60][NH:61][CH2:62][CH2:63][C:43]1=2)[CH:40]=[CH2:41].[F:64][C:65]([F:70])([CH3:69])[C:66](O)=[O:67].C(N(C(C)C)CC)(C)C. Product: [CH2:39]([N:42]1[C:50]2[CH:49]=[CH:48][C:47]([C:51]([N:53]3[CH2:58][CH2:57][CH:56]([CH3:59])[CH2:55][CH2:54]3)=[O:52])=[CH:46][C:45]=2[C:44]2[CH2:60][N:61]([C:66](=[O:67])[C:65]([F:70])([F:64])[CH3:69])[CH2:62][CH2:63][C:43]1=2)[CH:40]=[CH2:41]. The catalyst class is: 3. (10) Reactant: [F:1][C:2]1[C:7]([F:8])=[CH:6][CH:5]=[C:4]([N+:9]([O-])=O)[C:3]=1[NH:12][C:13]1[C:14]([CH3:23])=[C:15]([CH:20]=[CH:21][CH:22]=1)[C:16]([O:18][CH3:19])=[O:17]. Product: [NH2:9][C:4]1[C:3]([NH:12][C:13]2[C:14]([CH3:23])=[C:15]([CH:20]=[CH:21][CH:22]=2)[C:16]([O:18][CH3:19])=[O:17])=[C:2]([F:1])[C:7]([F:8])=[CH:6][CH:5]=1. The catalyst class is: 36.